Dataset: Reaction yield outcomes from USPTO patents with 853,638 reactions. Task: Predict the reaction yield, written as a fraction of the theoretical maximum amount of product (1.0 means a 100% yield; for example, 0.34 means a 34% yield). The reactants are [O:1]1[CH2:3][CH:2]1[CH2:4][O:5][C:6]1[CH:7]=[C:8]([CH:11]=[CH:12][CH:13]=1)[CH:9]=O.[CH:14]1([NH2:19])[CH2:18][CH2:17][CH2:16][CH2:15]1.[BH4-].[Na+]. The catalyst is CO. The product is [O:1]1[CH2:3][CH:2]1[CH2:4][O:5][C:6]1[CH:7]=[C:8]([CH:11]=[CH:12][CH:13]=1)[CH2:9][NH:19][CH:14]1[CH2:18][CH2:17][CH2:16][CH2:15]1. The yield is 0.790.